Dataset: Retrosynthesis with 50K atom-mapped reactions and 10 reaction types from USPTO. Task: Predict the reactants needed to synthesize the given product. (1) Given the product Cc1nnc2n1-c1ccc(-c3cncc(C(C)(C)C(=O)N(C)C)c3)cc1CC2, predict the reactants needed to synthesize it. The reactants are: CNC.Cc1nnc2n1-c1ccc(-c3cncc(C(C)(C)C(=O)O)c3)cc1CC2. (2) Given the product Fc1cccc(C2(F)CCNC2)c1F, predict the reactants needed to synthesize it. The reactants are: Fc1cccc(C2(F)CCN(Cc3ccccc3)C2)c1F. (3) Given the product Cc1nc2ccccc2n1C1C[C@@H]2CC[C@H](C1)N2CCC1(c2cccc(F)c2)CCN(C(=O)C(C)(N)C(C)C)CC1, predict the reactants needed to synthesize it. The reactants are: Cc1nc2ccccc2n1C1C[C@@H]2CC[C@H](C1)N2CCC1(c2cccc(F)c2)CCN(C(=O)C(C)(NC(=O)OC(C)(C)C)C(C)C)CC1. (4) Given the product O=C(NC1CCCCC1)c1ccccc1I, predict the reactants needed to synthesize it. The reactants are: NC1CCCCC1.O=C(Cl)c1ccccc1I. (5) Given the product COc1cc(C=Cc2cc(C(=O)O)[nH]n2)ccc1O, predict the reactants needed to synthesize it. The reactants are: CCOC(=O)c1cc(C=Cc2ccc(O)c(OC)c2)n[nH]1. (6) Given the product Cc1ccncc1N1C(=O)N(c2ccc3ncsc3c2)CC1C, predict the reactants needed to synthesize it. The reactants are: CC1CN(c2ccc3ncsc3c2)C(=O)N1.Cc1ccncc1I. (7) The reactants are: CC(C)CN.CCOC(=O)CBr. Given the product CCOC(=O)CNCC(C)C, predict the reactants needed to synthesize it. (8) The reactants are: C[C@H]1CC[C@H]2C(C)(C)[C@@H](O)CC[C@]23Oc2c(c(OCc4ccccc4)cc4c2CN(C)C4=O)C[C@]13C. Given the product C[C@H]1CC[C@H]2C(C)(C)[C@@H](O)CC[C@]23Oc2c(c(O)cc4c2CN(C)C4=O)C[C@]13C, predict the reactants needed to synthesize it. (9) Given the product CCCCCCSc1nc(C)cc(C(C)=O)n1, predict the reactants needed to synthesize it. The reactants are: CCCCCCSc1nc(C)cc(C(C)O)n1. (10) Given the product CCC(NC(=O)Cc1cccc2scnc12)C(=O)OCC(C)C, predict the reactants needed to synthesize it. The reactants are: CCC(N)C(=O)OCC(C)C.O=C(O)Cc1cccc2scnc12.